Dataset: Peptide-MHC class I binding affinity with 185,985 pairs from IEDB/IMGT. Task: Regression. Given a peptide amino acid sequence and an MHC pseudo amino acid sequence, predict their binding affinity value. This is MHC class I binding data. (1) The peptide sequence is ERYFRINSL. The MHC is Mamu-A2201 with pseudo-sequence Mamu-A2201. The binding affinity (normalized) is 0.00938. (2) The peptide sequence is KLSNAKWLA. The MHC is HLA-A03:01 with pseudo-sequence HLA-A03:01. The binding affinity (normalized) is 0.0847. (3) The peptide sequence is RRDNRRGLR. The MHC is HLA-B27:05 with pseudo-sequence HLA-B27:05. The binding affinity (normalized) is 0.615. (4) The peptide sequence is ITWIGMNSR. The MHC is HLA-A33:01 with pseudo-sequence HLA-A33:01. The binding affinity (normalized) is 0.670. (5) The MHC is HLA-A23:01 with pseudo-sequence HLA-A23:01. The binding affinity (normalized) is 0.166. The peptide sequence is WCSQTSYQYL.